Dataset: Full USPTO retrosynthesis dataset with 1.9M reactions from patents (1976-2016). Task: Predict the reactants needed to synthesize the given product. (1) Given the product [F:26][C:11]1[CH:10]=[C:9]([N:5]2[CH2:4][CH:3]([CH2:2][NH:1][C:35](=[O:36])[O:37][CH3:38])[O:7][C:6]2=[O:8])[CH:14]=[CH:13][C:12]=1[N:15]1[CH:19]=[C:18]([CH2:20][N:21]2[CH:25]=[CH:24][N:23]=[CH:22]2)[N:17]=[CH:16]1, predict the reactants needed to synthesize it. The reactants are: [NH2:1][CH2:2][CH:3]1[O:7][C:6](=[O:8])[N:5]([C:9]2[CH:14]=[CH:13][C:12]([N:15]3[CH:19]=[C:18]([CH2:20][N:21]4[CH:25]=[CH:24][N:23]=[CH:22]4)[N:17]=[CH:16]3)=[C:11]([F:26])[CH:10]=2)[CH2:4]1.C(N(CC)CC)C.Cl[C:35]([O:37][CH3:38])=[O:36].O. (2) Given the product [Br:1][C:2]1[CH:7]=[CH:6][C:5]([C:8]([N:11]2[CH2:19][CH2:18][S:15](=[O:17])(=[O:16])[CH2:13][CH2:14]2)([CH3:9])[CH3:10])=[C:4]([CH3:12])[CH:3]=1, predict the reactants needed to synthesize it. The reactants are: [Br:1][C:2]1[CH:7]=[CH:6][C:5]([C:8]([NH2:11])([CH3:10])[CH3:9])=[C:4]([CH3:12])[CH:3]=1.[CH:13]([S:15]([CH:18]=[CH2:19])(=[O:17])=[O:16])=[CH2:14]. (3) Given the product [CH3:1][O:2][C:3]([C:5]1[CH:6]=[CH:7][C:8]2[O:12][C:11]([NH:13][CH:14]3[CH2:19][CH2:18][N:17]([CH2:20][C:21]4[CH:26]=[C:25]([O:27][CH2:28][CH3:29])[C:24]([N:46]5[CH:50]=[N:49][CH:48]=[N:47]5)=[C:23]([O:31][CH2:32][CH3:33])[CH:22]=4)[CH2:16][CH2:15]3)=[N:10][C:9]=2[CH:34]=1)=[O:4], predict the reactants needed to synthesize it. The reactants are: [CH3:1][O:2][C:3]([C:5]1[CH:6]=[CH:7][C:8]2[O:12][C:11]([NH:13][CH:14]3[CH2:19][CH2:18][N:17]([CH2:20][C:21]4[CH:26]=[C:25]([O:27][CH2:28][CH3:29])[C:24](F)=[C:23]([O:31][CH2:32][CH3:33])[CH:22]=4)[CH2:16][CH2:15]3)=[N:10][C:9]=2[CH:34]=1)=[O:4].C(OC1C=C(C=C(OCC)C=1[N:46]1[CH:50]=[N:49][CH:48]=[N:47]1)C=O)C.C([BH3-])#N.[Na+].C(N(C(C)C)C(C)C)C. (4) Given the product [NH2:22][C:21]1[C:16]([C:13]2[CH:14]=[CH:15][C:10]([C:9]([NH:8][CH2:1][C:2]3[CH:3]=[CH:4][CH:5]=[CH:6][CH:7]=3)=[O:40])=[C:11]([F:39])[CH:12]=2)=[N:17][C:18]([C@@H:29]2[CH2:34][CH2:33][CH2:32][C@@H:31]([S:35]([CH3:38])(=[O:36])=[O:37])[CH2:30]2)=[CH:19][N:20]=1, predict the reactants needed to synthesize it. The reactants are: [CH2:1]([NH:8][C:9](=[O:40])[C:10]1[CH:15]=[CH:14][C:13]([C:16]2[C:21]([NH:22]C(=O)C(C)(C)C)=[N:20][CH:19]=[C:18]([C@@H:29]3[CH2:34][CH2:33][CH2:32][C@@H:31]([S:35]([CH3:38])(=[O:37])=[O:36])[CH2:30]3)[N:17]=2)=[CH:12][C:11]=1[F:39])[C:2]1[CH:7]=[CH:6][CH:5]=[CH:4][CH:3]=1.C(=O)([O-])[O-].[K+].[K+]. (5) Given the product [Cl:25][C:26]1[N:30]2[CH:31]=[C:32]([CH:39]3[CH2:40][CH2:41]3)[CH:33]=[C:34]([C:35]([F:36])([F:37])[F:38])[C:29]2=[N:28][C:27]=1[C:42]([N:45]1[CH2:46][CH2:47][CH:48]([N:51]2[CH2:55][CH2:54][CH2:53][C:52]2=[O:56])[CH2:49][CH2:50]1)=[O:44], predict the reactants needed to synthesize it. The reactants are: CN(C(ON1N=NC2C=CC=NC1=2)=[N+](C)C)C.F[P-](F)(F)(F)(F)F.[Cl:25][C:26]1[N:30]2[CH:31]=[C:32]([CH:39]3[CH2:41][CH2:40]3)[CH:33]=[C:34]([C:35]([F:38])([F:37])[F:36])[C:29]2=[N:28][C:27]=1[C:42]([OH:44])=O.[NH:45]1[CH2:50][CH2:49][CH:48]([N:51]2[CH2:55][CH2:54][CH2:53][C:52]2=[O:56])[CH2:47][CH2:46]1.CCN(C(C)C)C(C)C.Cl.